Dataset: Full USPTO retrosynthesis dataset with 1.9M reactions from patents (1976-2016). Task: Predict the reactants needed to synthesize the given product. (1) Given the product [CH3:1][O:2][P:3]([CH2:13][C:12]1[CH:15]=[CH:16][C:9]([Cl:8])=[CH:10][CH:11]=1)(=[O:6])[O:4][CH3:5], predict the reactants needed to synthesize it. The reactants are: [CH3:1][O:2][P:3]([O:6]C)[O:4][CH3:5].[Cl:8][C:9]1[CH:16]=[CH:15][C:12]([CH2:13]Br)=[CH:11][CH:10]=1. (2) Given the product [Br:17][C:18]1[CH:23]=[CH:22][C:21]([O:24][CH2:2][C:3]2[C:8]([CH3:9])=[CH:7][CH:6]=[CH:5][C:4]=2[N:10]2[C:14](=[O:15])[N:13]([CH3:16])[N:12]=[N:11]2)=[CH:20][C:19]=1[C:25]([CH3:28])([CH3:27])[CH3:26], predict the reactants needed to synthesize it. The reactants are: Br[CH2:2][C:3]1[C:8]([CH3:9])=[CH:7][CH:6]=[CH:5][C:4]=1[N:10]1[C:14](=[O:15])[N:13]([CH3:16])[N:12]=[N:11]1.[Br:17][C:18]1[CH:23]=[CH:22][C:21]([OH:24])=[CH:20][C:19]=1[C:25]([CH3:28])([CH3:27])[CH3:26].C(=O)([O-])[O-].[K+].[K+].C(#N)C. (3) The reactants are: [CH3:1][C:2]1[N:10]=[CH:9][CH:8]=[CH:7][C:3]=1[C:4]([OH:6])=O.C(O)C.C(=O)=O.C([N-]C(C)C)(C)C.[Li+].[F:25][C:26]1[CH:27]=[C:28]([CH:31]=[CH:32][C:33]=1[O:34][C:35]([F:38])([F:37])[F:36])[C:29]#[N:30]. Given the product [F:25][C:26]1[CH:27]=[C:28]([C:29]2[N:30]=[C:4]([OH:6])[C:3]3[CH:7]=[CH:8][CH:9]=[N:10][C:2]=3[CH:1]=2)[CH:31]=[CH:32][C:33]=1[O:34][C:35]([F:37])([F:38])[F:36], predict the reactants needed to synthesize it. (4) The reactants are: [CH3:1][N:2]([CH2:7][C:8]1[C:16]2[C:11](=[C:12]([CH3:17])[CH:13]=[CH:14][CH:15]=2)[N:10]([CH3:18])[C:9]=1[CH3:19])[C:3](=[O:6])[CH:4]=[CH2:5].Br[C:21]1[CH:22]=[C:23]2[C:28](=[N:29][CH:30]=1)[NH:27][C:26](=[O:31])[CH2:25][CH2:24]2.CCN(C(C)C)C(C)C.C1(C)C=CC=CC=1P(C1C=CC=CC=1C)C1C=CC=CC=1C. Given the product [CH3:1][N:2]([CH2:7][C:8]1[C:16]2[C:11](=[C:12]([CH3:17])[CH:13]=[CH:14][CH:15]=2)[N:10]([CH3:18])[C:9]=1[CH3:19])[C:3](=[O:6])/[CH:4]=[CH:5]/[C:21]1[CH:30]=[N:29][C:28]2[NH:27][C:26](=[O:31])[CH2:25][CH2:24][C:23]=2[CH:22]=1, predict the reactants needed to synthesize it. (5) Given the product [NH2:14][C:15]1[C:16]([C:22]([NH:13][C:11]2[CH:10]=[CH:9][CH:8]=[C:7]([C:6]#[C:5][Si:2]([CH3:3])([CH3:4])[CH3:1])[N:12]=2)=[O:23])=[N:17][C:18]([Cl:21])=[CH:19][N:20]=1, predict the reactants needed to synthesize it. The reactants are: [CH3:1][Si:2]([C:5]#[C:6][C:7]1[N:12]=[C:11]([NH2:13])[CH:10]=[CH:9][CH:8]=1)([CH3:4])[CH3:3].[NH2:14][C:15]1[C:16]([C:22](O)=[O:23])=[N:17][C:18]([Cl:21])=[CH:19][N:20]=1. (6) Given the product [C:12]([O:16][C:17]([N:19]1[CH2:24][CH2:23][CH:22]([O:25][C:26]2[N:27]=[CH:28][C:29]([C:32]([N:1]3[CH2:6][CH2:5][CH2:4][CH2:3][CH2:2]3)=[O:34])=[CH:30][N:31]=2)[CH2:21][CH2:20]1)=[O:18])([CH3:15])([CH3:13])[CH3:14], predict the reactants needed to synthesize it. The reactants are: [NH:1]1[CH2:6][CH2:5][CH2:4][CH2:3][CH2:2]1.CN(C)C=O.[C:12]([O:16][C:17]([N:19]1[CH2:24][CH2:23][CH:22]([O:25][C:26]2[N:31]=[CH:30][C:29]([C:32]([O:34]C3C=CC=CC=3)=O)=[CH:28][N:27]=2)[CH2:21][CH2:20]1)=[O:18])([CH3:15])([CH3:14])[CH3:13]. (7) Given the product [OH:12][C:10]1[C:3]2[N:2]([CH:6]=[C:5]([N+:7]([O-:9])=[O:8])[CH:4]=2)[N:1]=[CH:17][C:18]=1[C:19]#[N:20], predict the reactants needed to synthesize it. The reactants are: [NH2:1][N:2]1[CH:6]=[C:5]([N+:7]([O-:9])=[O:8])[CH:4]=[C:3]1[C:10]([O:12]C)=O.C(O[CH:17](OCC)[CH2:18][C:19]#[N:20])C.Cl.C1CCN2C(=NCCC2)CC1.